From a dataset of Catalyst prediction with 721,799 reactions and 888 catalyst types from USPTO. Predict which catalyst facilitates the given reaction. Product: [Cl:1][C:2]1[C:7]([Cl:8])=[CH:6][CH:5]=[CH:4][C:3]=1[C:9]1([OH:16])[CH2:14][CH2:13][N:12]([CH2:22][CH3:23])[CH2:11][CH2:10]1. The catalyst class is: 10. Reactant: [Cl:1][C:2]1[C:7]([Cl:8])=[CH:6][CH:5]=[CH:4][C:3]=1[CH:9]1[CH2:14][CH2:13][NH:12][CH2:11][CH2:10]1.C(=O)([O-])[O-:16].[K+].[K+].I[CH2:22][CH3:23].